From a dataset of Reaction yield outcomes from USPTO patents with 853,638 reactions. Predict the reaction yield, written as a fraction of the theoretical maximum amount of product (1.0 means a 100% yield; for example, 0.34 means a 34% yield). (1) The reactants are [CH3:1][N:2]1[C:6]([C:7]2[CH:8]=[C:9]([C:12]([O:14][CH3:15])=[O:13])[S:10][CH:11]=2)=[CH:5][CH:4]=[N:3]1.[B-](F)(F)(F)[F:17].[B-](F)(F)(F)F.C1[N+]2(CCl)CC[N+](F)(CC2)C1.O. The catalyst is C1COCC1. The product is [F:17][C:5]1[CH:4]=[N:3][N:2]([CH3:1])[C:6]=1[C:7]1[CH:8]=[C:9]([C:12]([O:14][CH3:15])=[O:13])[S:10][CH:11]=1. The yield is 0.330. (2) The reactants are [CH3:1][CH:2]([S:4](Cl)(=[O:6])=[O:5])[CH3:3].[NH2:8][CH2:9][C:10]([C:13]1[CH:18]=[CH:17][C:16]([I:19])=[CH:15][CH:14]=1)([OH:12])[CH3:11].O. The catalyst is C(Cl)Cl. The product is [OH:12][C:10]([C:13]1[CH:14]=[CH:15][C:16]([I:19])=[CH:17][CH:18]=1)([CH3:11])[CH2:9][NH:8][S:4]([CH:2]([CH3:3])[CH3:1])(=[O:6])=[O:5]. The yield is 0.190. (3) The reactants are Cl[C:2]1[CH:7]=[C:6]([O:8][CH3:9])[N:5]=[CH:4][N:3]=1.[CH2:10]([Sn:14]([CH2:32][CH2:33][CH2:34][CH3:35])([CH2:28][CH2:29][CH2:30][CH3:31])[Sn:14]([CH2:28][CH2:29][CH2:30][CH3:31])([CH2:32][CH2:33][CH2:34][CH3:35])[CH2:10][CH2:11][CH2:12][CH3:13])[CH2:11][CH2:12][CH3:13]. The product is [CH3:9][O:8][C:6]1[CH:7]=[C:2]([Sn:14]([CH2:28][CH2:29][CH2:30][CH3:31])([CH2:32][CH2:33][CH2:34][CH3:35])[CH2:10][CH2:11][CH2:12][CH3:13])[N:3]=[CH:4][N:5]=1. The yield is 0.0230. The catalyst is C1C=CC([P]([Pd]([P](C2C=CC=CC=2)(C2C=CC=CC=2)C2C=CC=CC=2)([P](C2C=CC=CC=2)(C2C=CC=CC=2)C2C=CC=CC=2)[P](C2C=CC=CC=2)(C2C=CC=CC=2)C2C=CC=CC=2)(C2C=CC=CC=2)C2C=CC=CC=2)=CC=1.C1(C)C=CC=CC=1. (4) The reactants are [Cl:1][C:2]1[C:3]2[NH:10][CH:9]=[C:8]([C@H:11]3[C@H:15]([OH:16])[C@H:14]([OH:17])[C@@H:13]([CH2:18][OH:19])[N:12]3[C:20]([O:22][C:23]([CH3:26])([CH3:25])[CH3:24])=[O:21])[C:4]=2[N:5]=[CH:6][N:7]=1.O.[C:28]1(C)[CH:33]=CC(S(O)(=O)=O)=C[CH:29]=1.CCN(CC)CC. The catalyst is CC(C)=O. The product is [Cl:1][C:2]1[C:3]2[NH:10][CH:9]=[C:8]([C@@H:11]3[N:12]([C:20]([O:22][C:23]([CH3:26])([CH3:25])[CH3:24])=[O:21])[C@H:13]([CH2:18][OH:19])[C@H:14]4[O:17][C:28]([CH3:33])([CH3:29])[O:16][C@@H:15]34)[C:4]=2[N:5]=[CH:6][N:7]=1. The yield is 1.00.